Predict the reactants needed to synthesize the given product. From a dataset of Full USPTO retrosynthesis dataset with 1.9M reactions from patents (1976-2016). (1) Given the product [CH2:9]([O:8][CH2:1][CH2:2][CH2:3][CH2:4][CH2:5][CH2:6][CH2:7][C:17]1[CH:22]=[CH:21][C:20]([N+:23]([O-:25])=[O:24])=[CH:19][CH:18]=1)[C:10]1[CH:11]=[CH:12][CH:13]=[CH:14][CH:15]=1, predict the reactants needed to synthesize it. The reactants are: [CH2:1]([O:8][CH2:9][C:10]1[CH:15]=[CH:14][CH:13]=[CH:12][CH:11]=1)[CH2:2][CH2:3][CH2:4][CH2:5][CH:6]=[CH2:7].Br[C:17]1[CH:22]=[CH:21][C:20]([N+:23]([O-:25])=[O:24])=[CH:19][CH:18]=1. (2) Given the product [C:1]([N:4]1[CH2:5][CH2:6][N:7]([C:10]2[CH:15]=[CH:14][C:13]([O:16][CH2:26][CH2:25][CH2:24][C:28]([F:31])([F:30])[F:29])=[CH:12][CH:11]=2)[CH2:8][CH2:9]1)(=[O:3])[CH3:2], predict the reactants needed to synthesize it. The reactants are: [C:1]([N:4]1[CH2:9][CH2:8][N:7]([C:10]2[CH:15]=[CH:14][C:13]([OH:16])=[CH:12][CH:11]=2)[CH2:6][CH2:5]1)(=[O:3])[CH3:2].C(=O)([O-])[O-].[K+].[K+].Br[CH:24]([C:28]([F:31])([F:30])[F:29])[CH2:25][CH2:26]C.O. (3) Given the product [Cl:1][C:2]1[CH:3]=[CH:4][C:5]([O:25][CH2:33][C:28]2[CH:29]=[CH:30][CH:31]=[CH:32][N:27]=2)=[C:6]([CH2:8][C:9]2[O:13][C:12]([C:14]([NH:16][C:17]3[C:22]([F:23])=[CH:21][CH:20]=[CH:19][C:18]=3[F:24])=[O:15])=[CH:11][CH:10]=2)[CH:7]=1, predict the reactants needed to synthesize it. The reactants are: [Cl:1][C:2]1[CH:3]=[CH:4][C:5]([OH:25])=[C:6]([CH2:8][C:9]2[O:13][C:12]([C:14]([NH:16][C:17]3[C:22]([F:23])=[CH:21][CH:20]=[CH:19][C:18]=3[F:24])=[O:15])=[CH:11][CH:10]=2)[CH:7]=1.Cl.[N:27]1[CH:32]=[CH:31][CH:30]=[CH:29][C:28]=1[CH2:33]Cl.C(=O)([O-])[O-].[K+].[K+]. (4) Given the product [NH2:46][C:43]1[N:44]=[CH:45][C:40]([C:19]2[N:20]=[C:21]([N:24]3[CH2:29][CH2:28][O:27][CH2:26][CH2:25]3)[C:22]3[S:23][C:15]([CH2:14][N:11]4[CH2:12][CH2:13][N:8]([C:6]([N:5]([CH2:4][CH2:3][O:2][CH3:1])[CH3:31])=[O:7])[CH2:9][CH2:10]4)=[CH:16][C:17]=3[N:18]=2)=[CH:41][CH:42]=1, predict the reactants needed to synthesize it. The reactants are: [CH3:1][O:2][CH2:3][CH2:4][N:5]([CH3:31])[C:6]([N:8]1[CH2:13][CH2:12][N:11]([CH2:14][C:15]2[S:23][C:22]3[C:21]([N:24]4[CH2:29][CH2:28][O:27][CH2:26][CH2:25]4)=[N:20][C:19](Cl)=[N:18][C:17]=3[CH:16]=2)[CH2:10][CH2:9]1)=[O:7].CC1(C)C(C)(C)OB([C:40]2[CH:41]=[CH:42][C:43]([NH2:46])=[N:44][CH:45]=2)O1. (5) Given the product [C:12]([C:5]1[C:6]2[C:11](=[CH:10][CH:9]=[CH:8][CH:7]=2)[C:2]([N:1]=[C:27]2[NH:26][CH2:19][C:20]3([CH2:25][CH2:24][CH2:23][CH2:22]3)[S:28]2)=[CH:3][CH:4]=1)#[N:13], predict the reactants needed to synthesize it. The reactants are: [NH2:1][C:2]1[C:11]2[C:6](=[CH:7][CH:8]=[CH:9][CH:10]=2)[C:5]([C:12]#[N:13])=[CH:4][CH:3]=1.C(C1[C:25]2[C:20](=C[CH:22]=[CH:23][CH:24]=2)[C:19]([N:26]=[C:27]=[S:28])=CC=1)#N.Cl.NC1(CCl)CCCC1. (6) Given the product [OH:11][C:12]1[CH:17]=[CH:16][C:15]([C:18]2[N:10]([CH2:9][CH2:8][O:7][CH3:6])[C:21]([C:23]3[CH:24]=[CH:25][C:26]([C:27]([OH:29])=[O:28])=[CH:30][CH:31]=3)=[CH:20][CH:19]=2)=[CH:14][CH:13]=1, predict the reactants needed to synthesize it. The reactants are: N1C=CC=C1.[CH3:6][O:7][CH2:8][CH2:9][NH2:10].[OH:11][C:12]1[CH:17]=[CH:16][C:15]([C:18](=O)[CH2:19][CH2:20][C:21]([C:23]2[CH:31]=[CH:30][C:26]([C:27]([OH:29])=[O:28])=[CH:25][CH:24]=2)=O)=[CH:14][CH:13]=1.